From a dataset of Full USPTO retrosynthesis dataset with 1.9M reactions from patents (1976-2016). Predict the reactants needed to synthesize the given product. Given the product [OH:28][CH2:27][C@@H:23]([NH:22][C:20](=[O:21])[O:19][CH2:12][C:13]1[CH:14]=[CH:15][CH:16]=[CH:17][CH:18]=1)[C:24](=[O:26])[N:2]([CH3:1])[CH2:3][CH2:4][CH2:5][C:6]1[N:7]([CH3:11])[CH:8]=[CH:9][N:10]=1, predict the reactants needed to synthesize it. The reactants are: [CH3:1][NH:2][CH2:3][CH2:4][CH2:5][C:6]1[N:7]([CH3:11])[CH:8]=[CH:9][N:10]=1.[CH2:12]([O:19][C:20]([NH:22][C@H:23]([CH2:27][OH:28])[C:24]([OH:26])=O)=[O:21])[C:13]1[CH:18]=[CH:17][CH:16]=[CH:15][CH:14]=1.CN(C(ON1N=NC2C=CC=NC1=2)=[N+](C)C)C.F[P-](F)(F)(F)(F)F.CCN(C(C)C)C(C)C.